From a dataset of Catalyst prediction with 721,799 reactions and 888 catalyst types from USPTO. Predict which catalyst facilitates the given reaction. Reactant: Cl[C:2]1[CH:7]=[C:6]([C:8]2[CH:13]=[CH:12][C:11]([F:14])=[CH:10][CH:9]=2)[N:5]=[CH:4][N:3]=1.[CH2:15]([OH:18])[C:16]#[CH:17].[H-].[Na+].O. Product: [F:14][C:11]1[CH:12]=[CH:13][C:8]([C:6]2[CH:7]=[C:2]([O:18][CH2:15][C:16]#[CH:17])[N:3]=[CH:4][N:5]=2)=[CH:9][CH:10]=1. The catalyst class is: 9.